From a dataset of Catalyst prediction with 721,799 reactions and 888 catalyst types from USPTO. Predict which catalyst facilitates the given reaction. (1) Reactant: Br[C:2]1[C:3]2[N:4]([C:9](=[O:24])[N:10]([CH2:12][C:13]3[C:14]([CH3:23])=[N:15][C:16]([C:19]([F:22])([F:21])[F:20])=[CH:17][CH:18]=3)[N:11]=2)[CH:5]=[CH:6][C:7]=1[Cl:8].CC1(C)C(C)(C)OB([C:33]2[CH:38]=[CH:37][N:36]=[CH:35][CH:34]=2)O1.C(=O)([O-])[O-].[Na+].[Na+]. Product: [Cl:8][C:7]1[CH:6]=[CH:5][N:4]2[C:9](=[O:24])[N:10]([CH2:12][C:13]3[C:14]([CH3:23])=[N:15][C:16]([C:19]([F:22])([F:21])[F:20])=[CH:17][CH:18]=3)[N:11]=[C:3]2[C:2]=1[C:33]1[CH:38]=[CH:37][N:36]=[CH:35][CH:34]=1. The catalyst class is: 398. (2) Reactant: [CH3:1][O:2][CH2:3][CH:4]([N:7]1[C:15]2[CH:14]=[CH:13][NH:12][C:11](=[O:16])[C:10]=2[C:9]([C:17]2[CH:24]=[CH:23][C:20]([C:21]#[N:22])=[CH:19][CH:18]=2)=[CH:8]1)[CH2:5][CH3:6].C(=O)([O-])[O-:26].[K+].[K+].OO. The catalyst class is: 58. Product: [CH3:1][O:2][CH2:3][CH:4]([N:7]1[C:15]2[CH:14]=[CH:13][NH:12][C:11](=[O:16])[C:10]=2[C:9]([C:17]2[CH:18]=[CH:19][C:20]([C:21]([NH2:22])=[O:26])=[CH:23][CH:24]=2)=[CH:8]1)[CH2:5][CH3:6]. (3) Reactant: [CH3:1][S:2][C:3]1[CH:18]=[CH:17][CH:16]=[CH:15][C:4]=1[CH2:5][N:6]1[C:11]([CH3:12])=[CH:10][C:9]([OH:13])=[CH:8][C:7]1=[O:14].[I:19]N1C(=O)CCC1=O. Product: [CH3:1][S:2][C:3]1[CH:18]=[CH:17][CH:16]=[CH:15][C:4]=1[CH2:5][N:6]1[C:11]([CH3:12])=[CH:10][C:9]([OH:13])=[C:8]([I:19])[C:7]1=[O:14]. The catalyst class is: 10. (4) Reactant: CO.[Br:3][C:4]1[CH:9]=[CH:8][C:7]([CH:10]2[CH2:13][CH:12]([C:14]([O:16]C)=[O:15])[CH2:11]2)=[CH:6][CH:5]=1.[OH-].[Na+]. Product: [Br:3][C:4]1[CH:5]=[CH:6][C:7]([CH:10]2[CH2:11][CH:12]([C:14]([OH:16])=[O:15])[CH2:13]2)=[CH:8][CH:9]=1. The catalyst class is: 6.